This data is from Full USPTO retrosynthesis dataset with 1.9M reactions from patents (1976-2016). The task is: Predict the reactants needed to synthesize the given product. (1) Given the product [N+:19]([C:22]1[CH:23]=[CH:24][C:25]([CH2:32][CH2:33][N:15]2[CH2:16][CH2:17][N:12]([CH2:11][CH2:10][C:7]3[CH:8]=[CH:9][C:4]([N+:1]([O-:3])=[O:2])=[CH:5][CH:6]=3)[C:13](=[O:18])[CH2:14]2)=[C:26]([CH:31]=1)[C:27]([O:29][CH3:30])=[O:28])([O-:21])=[O:20], predict the reactants needed to synthesize it. The reactants are: [N+:1]([C:4]1[CH:9]=[CH:8][C:7]([CH2:10][CH2:11][N:12]2[CH2:17][CH2:16][NH:15][CH2:14][C:13]2=[O:18])=[CH:6][CH:5]=1)([O-:3])=[O:2].[N+:19]([C:22]1[CH:23]=[CH:24][C:25]([CH2:32][CH:33]=O)=[C:26]([CH:31]=1)[C:27]([O:29][CH3:30])=[O:28])([O-:21])=[O:20]. (2) The reactants are: [Cl:1][C:2]1[CH:7]=[CH:6][CH:5]=[CH:4][C:3]=1B(O)O.[O-]P(OP(OP([O-])([O-])=O)([O-])=O)(=O)[O-].[K+].[K+].[K+].[K+].[K+].Br[C:30]1[CH:39]=[CH:38][C:37]2[NH:36][C:35](=[O:40])[C:34]3[NH:41][CH:42]=[CH:43][C:33]=3[C:32]=2[CH:31]=1.[CH2:44]([C:46]([O-:48])=[O:47])[CH3:45].O. Given the product [Cl:1][C:2]1[CH:7]=[CH:6][CH:5]=[CH:4][C:3]=1[C:30]1[CH:39]=[CH:38][C:37]2[NH:36][C:35](=[O:40])[C:34]3[NH:41][CH:42]=[CH:43][C:33]=3[C:32]=2[CH:31]=1.[CH2:44]([C:46]([O-:48])=[O:47])[CH3:45], predict the reactants needed to synthesize it. (3) Given the product [ClH:20].[F:1][C:2]1[C:3]([C:10]2[CH:15]=[N:14][C:13]([C:16]([F:18])([F:19])[F:17])=[CH:12][N:11]=2)=[CH:4][C:5]([CH2:8][NH2:9])=[N:6][CH:7]=1, predict the reactants needed to synthesize it. The reactants are: [F:1][C:2]1[C:3]([C:10]2[CH:15]=[N:14][C:13]([C:16]([F:19])([F:18])[F:17])=[CH:12][N:11]=2)=[CH:4][C:5]([C:8]#[N:9])=[N:6][CH:7]=1.[ClH:20]. (4) Given the product [O:17]=[S:5]1(=[O:4])[C:10]2[CH:11]=[CH:12][CH:13]=[CH:14][C:9]=2[N:8]=[C:7]([CH2:15][Cl:16])[N:1]1[CH3:3], predict the reactants needed to synthesize it. The reactants are: [N+:1](=[CH2:3])=[N-].[O:4]=[S:5]1(=[O:17])[C:10]2[CH:11]=[CH:12][CH:13]=[CH:14][C:9]=2[N:8]=[C:7]([CH2:15][Cl:16])N1. (5) The reactants are: F[C:2](F)(F)[C:3]1[N:4]=[C:5]2[CH2:10][NH:9][CH2:8][CH2:7][N:6]2[CH:11]=1.ClCC(=O)C.C(O)C. Given the product [CH3:2][C:3]1[N:4]=[C:5]2[CH2:10][NH:9][CH2:8][CH2:7][N:6]2[CH:11]=1, predict the reactants needed to synthesize it. (6) Given the product [CH3:1][O:2][C:3]1[CH:4]=[CH:5][C:6]2[C:7]([CH3:18])([CH3:17])[C:8]3[C:13]([N:14]([C:20]4[CH:25]=[CH:24][CH:23]=[CH:22][N:21]=4)[C:15]=2[CH:16]=1)=[CH:12][CH:11]=[CH:10][CH:9]=3, predict the reactants needed to synthesize it. The reactants are: [CH3:1][O:2][C:3]1[CH:4]=[CH:5][C:6]2[C:7]([CH3:18])([CH3:17])[C:8]3[C:13]([NH:14][C:15]=2[CH:16]=1)=[CH:12][CH:11]=[CH:10][CH:9]=3.Br[C:20]1[CH:25]=[CH:24][CH:23]=[CH:22][N:21]=1.CC(P(C(C)(C)C)C1C(C2C=CC=CC=2)=CC=CC=1)(C)C.C(O[Na])(C)(C)C.N#N. (7) Given the product [CH:1]1([N:4]([CH3:50])[CH2:5]/[CH:6]=[CH:7]/[C:8]([N:10]2[CH2:14][CH2:13][C@@H:12]([NH:15][C:16]3[C:24]4[C:19](=[N:20][CH:21]=[CH:22][C:23]=4[O:25][C:26]4[CH:33]=[CH:32][C:31]([O:34][C:35]5[CH:40]=[CH:39][CH:38]=[CH:37][CH:36]=5)=[CH:30][C:27]=4[C:28]#[N:29])[NH:18][N:17]=3)[CH2:11]2)=[O:9])[CH2:3][CH2:2]1, predict the reactants needed to synthesize it. The reactants are: [CH:1]1([N:4]([CH3:50])[CH2:5]/[CH:6]=[CH:7]/[C:8]([N:10]2[CH2:14][CH2:13][C@@H:12]([NH:15][C:16]3[C:24]4[C:19](=[N:20][CH:21]=[CH:22][C:23]=4[O:25][C:26]4[CH:33]=[CH:32][C:31]([O:34][C:35]5[CH:40]=[CH:39][CH:38]=[CH:37][CH:36]=5)=[CH:30][C:27]=4[C:28]#[N:29])[N:18](CC4C=CC(OC)=CC=4)[N:17]=3)[CH2:11]2)=[O:9])[CH2:3][CH2:2]1.C(O)(C(F)(F)F)=O.